This data is from Reaction yield outcomes from USPTO patents with 853,638 reactions. The task is: Predict the reaction yield, written as a fraction of the theoretical maximum amount of product (1.0 means a 100% yield; for example, 0.34 means a 34% yield). (1) The reactants are [Cl:1][C:2]1[CH:3]=[C:4]([C:12]2[N:16]=[C:15]([C:17]3[CH:22]=[CH:21][C:20]([NH:23][C@H:24]4[CH2:28][CH2:27][C@@H:26]([C:29]([OH:31])=[O:30])[CH2:25]4)=[C:19]([C:32]#[CH:33])[CH:18]=3)[O:14][N:13]=2)[CH:5]=[CH:6][C:7]=1[O:8][CH:9]([CH3:11])[CH3:10]. The catalyst is ClCCCl.[Au]Cl. The product is [Cl:1][C:2]1[CH:3]=[C:4]([C:12]2[N:16]=[C:15]([C:17]3[CH:18]=[C:19]4[C:20](=[CH:21][CH:22]=3)[N:23]([C@H:24]3[CH2:28][CH2:27][C@@H:26]([C:29]([OH:31])=[O:30])[CH2:25]3)[CH:33]=[CH:32]4)[O:14][N:13]=2)[CH:5]=[CH:6][C:7]=1[O:8][CH:9]([CH3:11])[CH3:10]. The yield is 0.0200. (2) The reactants are [CH3:1][O:2][C:3]([C:5]1[CH:6]=[C:7]2[C:11](=[CH:12][CH:13]=1)[NH:10][C:9](=[O:14])[C@:8]12[CH2:16][C@H:15]1[C:17]1[CH:22]=[CH:21][C:20]([F:23])=[CH:19][CH:18]=1)=[O:4].BrC[C:26]1[CH:31]=[CH:30][CH:29]=[CH:28][C:27]=1[F:32].[C:33]([O-])([O-])=O.[Cs+].[Cs+]. The catalyst is CN(C=O)C. The product is [CH3:1][O:2][C:3]([C:5]1[CH:6]=[C:7]2[C:11](=[CH:12][CH:13]=1)[N:10]([CH2:33][C:29]1[CH:30]=[CH:31][CH:26]=[C:27]([F:32])[CH:28]=1)[C:9](=[O:14])[C@@:8]12[CH2:16][C@@H:15]1[C:17]1[CH:18]=[CH:19][C:20]([F:23])=[CH:21][CH:22]=1)=[O:4]. The yield is 0.600. (3) The reactants are [C:1]([O:6][CH2:7][CH3:8])(=[O:5])[C:2]([CH3:4])=O.[O-]S([O-])(=O)=O.[Mg+2].[CH3:15][NH:16][NH2:17]. The catalyst is C(Cl)(Cl)Cl. The product is [CH3:15][NH:16][N:17]=[C:2]([CH3:4])[C:1]([O:6][CH2:7][CH3:8])=[O:5]. The yield is 0.940.